From a dataset of Reaction yield outcomes from USPTO patents with 853,638 reactions. Predict the reaction yield, written as a fraction of the theoretical maximum amount of product (1.0 means a 100% yield; for example, 0.34 means a 34% yield). The reactants are N12CCCN=C1CCCCC2.[Cl:12][C:13]1[CH:18]=[CH:17][C:16]([C:19](=[CH2:24])[C:20]([O:22][CH3:23])=[O:21])=[CH:15][CH:14]=1.[N+:25]([CH:28]([CH3:30])[CH3:29])([O-:27])=[O:26]. The catalyst is CC#N. The product is [Cl:12][C:13]1[CH:14]=[CH:15][C:16]([CH:19]([CH2:24][C:28]([CH3:30])([N+:25]([O-:27])=[O:26])[CH3:29])[C:20]([O:22][CH3:23])=[O:21])=[CH:17][CH:18]=1. The yield is 0.987.